This data is from Catalyst prediction with 721,799 reactions and 888 catalyst types from USPTO. The task is: Predict which catalyst facilitates the given reaction. (1) Reactant: [N:1]1[CH:6]=[CH:5][CH:4]=[C:3]([NH:7][C:8](=[O:15])OCC(Cl)(Cl)Cl)[N:2]=1.[F:16][C:17]1[CH:18]=[C:19]([C:23]2[N:24]=[C:25]([N:28]3[CH2:33][CH2:32][NH:31][CH2:30][CH2:29]3)[S:26][CH:27]=2)[CH:20]=[CH:21][CH:22]=1.C(N(C(C)C)CC)(C)C.O. Product: [F:16][C:17]1[CH:18]=[C:19]([C:23]2[N:24]=[C:25]([N:28]3[CH2:29][CH2:30][N:31]([C:8]([NH:7][C:3]4[N:2]=[N:1][CH:6]=[CH:5][CH:4]=4)=[O:15])[CH2:32][CH2:33]3)[S:26][CH:27]=2)[CH:20]=[CH:21][CH:22]=1. The catalyst class is: 16. (2) Reactant: [CH2:1]([O:8][C:9]([N:11]1[CH2:16][CH2:15][C:14]([C:20](=[O:34])[NH:21][C:22]2[C:31]3[C:26](=[CH:27][CH:28]=[C:29]([O:32][CH3:33])[N:30]=3)[N:25]=[CH:24][CH:23]=2)([C:17](O)=[O:18])[CH2:13][CH2:12]1)=[O:10])[C:2]1[CH:7]=[CH:6][CH:5]=[CH:4][CH:3]=1.C(N(CC)CC)C.ClC(OCC(C)C)=O. Product: [CH2:1]([O:8][C:9]([N:11]1[CH2:12][CH2:13][C:14]([CH2:17][OH:18])([C:20](=[O:34])[NH:21][C:22]2[C:31]3[C:26](=[CH:27][CH:28]=[C:29]([O:32][CH3:33])[N:30]=3)[N:25]=[CH:24][CH:23]=2)[CH2:15][CH2:16]1)=[O:10])[C:2]1[CH:3]=[CH:4][CH:5]=[CH:6][CH:7]=1. The catalyst class is: 7. (3) Product: [Br:5][C:6]1[CH:14]=[C:13]2[C:9]([C:10]([CH3:21])([C:15]3[CH:20]=[CH:19][CH:18]=[CH:17][CH:16]=3)[CH2:11][N:12]2[C:1](=[O:3])[CH3:2])=[CH:8][CH:7]=1. Reactant: [C:1](Cl)(=[O:3])[CH3:2].[Br:5][C:6]1[CH:14]=[C:13]2[C:9]([C:10]([CH3:21])([C:15]3[CH:20]=[CH:19][CH:18]=[CH:17][CH:16]=3)[CH2:11][NH:12]2)=[CH:8][CH:7]=1. The catalyst class is: 2. (4) Reactant: FC(F)(F)C(O)=O.[Br:8][C:9]1[CH:10]=[C:11]([F:47])[C:12]2[O:16][C:15]([NH:17][C@H:18]([C:39]([O:41]C(C)(C)C)=[O:40])[CH2:19][C:20]3[CH:25]=[CH:24][C:23]([O:26][CH2:27][CH2:28][CH2:29][C:30](=[O:38])[NH:31][C:32]4[NH:33][CH2:34][CH2:35][CH2:36][N:37]=4)=[CH:22][CH:21]=3)=[N:14][C:13]=2[CH:46]=1.C1(C)C=CC=CC=1. Product: [Br:8][C:9]1[CH:10]=[C:11]([F:47])[C:12]2[O:16][C:15]([NH:17][C@H:18]([C:39]([OH:41])=[O:40])[CH2:19][C:20]3[CH:21]=[CH:22][C:23]([O:26][CH2:27][CH2:28][CH2:29][C:30](=[O:38])[NH:31][C:32]4[NH:33][CH2:34][CH2:35][CH2:36][N:37]=4)=[CH:24][CH:25]=3)=[N:14][C:13]=2[CH:46]=1. The catalyst class is: 4. (5) Reactant: [C:9](O[C:9]([O:11][C:12]([CH3:15])([CH3:14])[CH3:13])=[O:10])([O:11][C:12]([CH3:15])([CH3:14])[CH3:13])=[O:10].[S:16]1[CH:20]=[CH:19][CH:18]=[C:17]1[CH2:21][NH2:22].[Br:23]N1C(=O)CCC1=O. Product: [Br:23][C:20]1[S:16][C:17]([CH2:21][NH:22][C:9](=[O:10])[O:11][C:12]([CH3:13])([CH3:14])[CH3:15])=[CH:18][CH:19]=1. The catalyst class is: 96. (6) Reactant: [Cl:1][C:2]1[N:7]=[C:6]([C:8]2[C:9]([C:18]3[CH:19]=[C:20]([NH:24]C(=O)C(F)(F)F)[CH:21]=[CH:22][CH:23]=3)=[N:10][N:11]3[CH:16]=[C:15]([CH3:17])[CH:14]=[CH:13][C:12]=23)[CH:5]=[CH:4][N:3]=1.[Li+].[OH-].O. Product: [Cl:1][C:2]1[N:7]=[C:6]([C:8]2[C:9]([C:18]3[CH:19]=[C:20]([NH2:24])[CH:21]=[CH:22][CH:23]=3)=[N:10][N:11]3[CH:16]=[C:15]([CH3:17])[CH:14]=[CH:13][C:12]=23)[CH:5]=[CH:4][N:3]=1. The catalyst class is: 1.